This data is from Catalyst prediction with 721,799 reactions and 888 catalyst types from USPTO. The task is: Predict which catalyst facilitates the given reaction. (1) Reactant: [Cl:1][C:2]1[C:7]([CH2:8][N:9]2[CH2:14][CH2:13][O:12][CH2:11][CH2:10]2)=[CH:6][C:5]([C:15]#[N:16])=[CH:4][C:3]=1[NH:17]C(=O)OC(C)(C)C. Product: [NH2:17][C:3]1[CH:4]=[C:5]([CH:6]=[C:7]([CH2:8][N:9]2[CH2:10][CH2:11][O:12][CH2:13][CH2:14]2)[C:2]=1[Cl:1])[C:15]#[N:16]. The catalyst class is: 157. (2) Reactant: [CH2:1]([N:8]1[C:12]2[CH:13]=[C:14]([O:17]C)[CH:15]=[CH:16][C:11]=2[N:10]=[C:9]1[Cl:19])[C:2]1[CH:7]=[CH:6][CH:5]=[CH:4][CH:3]=1.Br.C(=O)(O)[O-].[Na+]. The catalyst class is: 15. Product: [CH2:1]([N:8]1[C:12]2[CH:13]=[C:14]([OH:17])[CH:15]=[CH:16][C:11]=2[N:10]=[C:9]1[Cl:19])[C:2]1[CH:3]=[CH:4][CH:5]=[CH:6][CH:7]=1. (3) Reactant: C([O:3][C:4](=[O:36])[C:5]([CH3:35])([O:7][C:8]1[CH:13]=[CH:12][C:11]([O:14][CH:15]([C:18]2[S:22][C:21]([C:23]3[CH:28]=[CH:27][C:26]([C:29]([F:32])([F:31])[F:30])=[CH:25][CH:24]=3)=[N:20][C:19]=2[CH3:33])[CH2:16][CH3:17])=[CH:10][C:9]=1[CH3:34])[CH3:6])C.[OH-].[Na+].Cl. Product: [CH3:6][C:5]([O:7][C:8]1[CH:13]=[CH:12][C:11]([O:14][CH:15]([C:18]2[S:22][C:21]([C:23]3[CH:24]=[CH:25][C:26]([C:29]([F:31])([F:30])[F:32])=[CH:27][CH:28]=3)=[N:20][C:19]=2[CH3:33])[CH2:16][CH3:17])=[CH:10][C:9]=1[CH3:34])([CH3:35])[C:4]([OH:36])=[O:3]. The catalyst class is: 219. (4) Reactant: C(OC([N:8]1[C:16]2[C:11](=[C:12]([F:17])[CH:13]=[CH:14][CH:15]=2)[CH:10]=[C:9]1[B:18]([OH:20])[OH:19])=O)(C)(C)C. Product: [F:17][C:12]1[CH:13]=[CH:14][CH:15]=[C:16]2[C:11]=1[CH:10]=[C:9]([B:18]([OH:20])[OH:19])[NH:8]2. The catalyst class is: 67. (5) Product: [F:11][C:8]1[CH:9]=[CH:10][C:5]([C:3](=[O:4])[CH2:2][O:28][C:26]([C:23]2([OH:29])[CH2:22][CH2:21][N:20]([C:18]([O:17][C:13]([CH3:15])([CH3:14])[CH3:16])=[O:19])[CH2:25][CH2:24]2)=[O:27])=[CH:6][C:7]=1[CH3:12]. The catalyst class is: 115. Reactant: Br[CH2:2][C:3]([C:5]1[CH:10]=[CH:9][C:8]([F:11])=[C:7]([CH3:12])[CH:6]=1)=[O:4].[C:13]([O:17][C:18]([N:20]1[CH2:25][CH2:24][C:23]([OH:29])([C:26]([OH:28])=[O:27])[CH2:22][CH2:21]1)=[O:19])([CH3:16])([CH3:15])[CH3:14].C(N(CC)CC)C.